From a dataset of Reaction yield outcomes from USPTO patents with 853,638 reactions. Predict the reaction yield, written as a fraction of the theoretical maximum amount of product (1.0 means a 100% yield; for example, 0.34 means a 34% yield). (1) The reactants are [Cl:1][C:2]1[CH:7]=[CH:6][CH:5]=[C:4]([Cl:8])[C:3]=1[OH:9].O[CH2:11][CH2:12][C@H:13]([N:15]1[C:23](=[O:24])[C:22]2[C:17](=[CH:18][CH:19]=[CH:20][CH:21]=2)[C:16]1=[O:25])[CH3:14].C1(P(C2C=CC=CC=2)C2C=CC=CC=2)C=CC=CC=1.CC(OC(/N=N/C(OC(C)C)=O)=O)C. The catalyst is C1COCC1.C(Cl)Cl. The product is [Cl:1][C:2]1[CH:7]=[CH:6][CH:5]=[C:4]([Cl:8])[C:3]=1[O:9][CH2:11][CH2:12][C@H:13]([N:15]1[C:23](=[O:24])[C:22]2[C:17](=[CH:18][CH:19]=[CH:20][CH:21]=2)[C:16]1=[O:25])[CH3:14]. The yield is 0.960. (2) The reactants are [CH2:1]([C@@H:3]1[CH2:24][O:23][C:6]2=[C:7]3[C:12](=[CH:13][CH:14]=[C:5]2[NH:4]1)[N:11]=[C:10]([O:15][CH:16]([CH3:18])[CH3:17])[CH:9]=[C:8]3[C:19]([F:22])([F:21])[F:20])[CH3:2].C=O.[BH3-][C:28]#N.[Na+]. The catalyst is C(O)(=O)C. The product is [CH2:1]([C@@H:3]1[CH2:24][O:23][C:6]2=[C:7]3[C:12](=[CH:13][CH:14]=[C:5]2[N:4]1[CH3:28])[N:11]=[C:10]([O:15][CH:16]([CH3:18])[CH3:17])[CH:9]=[C:8]3[C:19]([F:21])([F:22])[F:20])[CH3:2]. The yield is 0.930.